This data is from KCNQ2 potassium channel screen with 302,405 compounds. The task is: Binary Classification. Given a drug SMILES string, predict its activity (active/inactive) in a high-throughput screening assay against a specified biological target. (1) The drug is Clc1c(NC(=O)CCc2n(c3c(n2)cc(S(=O)(=O)N2CCOCC2)cc3)C)cc(S(=O)(=O)C)cc1. The result is 0 (inactive). (2) The compound is s1c(C(=O)Nc2cccnc2)ccc1. The result is 0 (inactive). (3) The compound is S(=O)(=O)(N1CCN(CC1)C(=O)CSc1scc(n1)C)c1ccccc1. The result is 0 (inactive). (4) The molecule is S(=O)(=O)(N(CC)CC)c1cc(N\N=C2\C(=O)CCCC2=O)ccc1. The result is 0 (inactive). (5) The compound is O=c1nc(N\N=C\C=C/c2ccccc2)cn[nH]1. The result is 0 (inactive). (6) The compound is s1c(/C(=N\OCC(=O)Nc2c(cccc2)C(O)=O)C)ccc1. The result is 0 (inactive). (7) The molecule is Brc1ccc(OCCOC(=O)Cn2nc(c([N+]([O-])=O)c2C)C)cc1. The result is 0 (inactive).